From a dataset of Full USPTO retrosynthesis dataset with 1.9M reactions from patents (1976-2016). Predict the reactants needed to synthesize the given product. (1) Given the product [Cl:1][C:2]1[N:3]=[CH:4][C:5]([B:9]([OH:10])[OH:13])=[CH:6][C:7]=1[NH:8][S:21]([CH:18]1[CH2:20][CH2:19]1)(=[O:23])=[O:22], predict the reactants needed to synthesize it. The reactants are: [Cl:1][C:2]1[C:7]([NH2:8])=[CH:6][C:5]([B:9]2[O:13]C(C)(C)C(C)(C)[O:10]2)=[CH:4][N:3]=1.[CH:18]1([S:21](Cl)(=[O:23])=[O:22])[CH2:20][CH2:19]1. (2) Given the product [NH:12]1[C:3]2[C:4]3[C:9]([CH:10]=[CH:11][C:2]=2[N:1]=[C:19]1[C@@H:18]([OH:17])[CH3:22])=[CH:8][CH:7]=[CH:6][CH:5]=3, predict the reactants needed to synthesize it. The reactants are: [NH2:1][C:2]1[CH:11]=[CH:10][C:9]2[C:4](=[CH:5][CH:6]=[CH:7][CH:8]=2)[C:3]=1[N+:12]([O-])=O.NN.[OH:17][C@@H:18]([CH3:22])[C:19](O)=O. (3) Given the product [CH3:14][C:4]([O:15][C:16]1[CH:21]=[C:20]([CH3:22])[CH:19]=[C:18]([CH3:23])[C:17]=1[CH3:24])([CH3:3])[CH:5]([C:7]1[CH:8]=[CH:9][C:10]([CH3:13])=[CH:11][CH:12]=1)[OH:6], predict the reactants needed to synthesize it. The reactants are: [BH4-].[Na+].[CH3:3][C:4]([O:15][C:16]1[CH:21]=[C:20]([CH3:22])[CH:19]=[C:18]([CH3:23])[C:17]=1[CH3:24])([CH3:14])[C:5]([C:7]1[CH:12]=[CH:11][C:10]([CH3:13])=[CH:9][CH:8]=1)=[O:6].Cl. (4) The reactants are: [C:1]([C:3]1[C:8]2[N:9]([CH2:12][C:13]([OH:15])=O)[CH:10]=[N:11][C:7]=2[CH:6]=[CH:5][CH:4]=1)#[N:2].Cl.[NH2:17][CH2:18][C:19]1[CH:24]=[CH:23][C:22]([C:25]([CH3:29])([CH3:28])[C:26]#[N:27])=[C:21]([F:30])[CH:20]=1.CCN(CC)CC.CN(C(ON1N=NC2C=CC=NC1=2)=[N+](C)C)C.F[P-](F)(F)(F)(F)F. Given the product [C:1]([C:3]1[C:8]2[N:9]([CH2:12][C:13]([NH:17][CH2:18][C:19]3[CH:24]=[CH:23][C:22]([C:25]([C:26]#[N:27])([CH3:29])[CH3:28])=[C:21]([F:30])[CH:20]=3)=[O:15])[CH:10]=[N:11][C:7]=2[CH:6]=[CH:5][CH:4]=1)#[N:2], predict the reactants needed to synthesize it. (5) Given the product [NH2:8][C:9]1[CH:17]=[CH:16][C:12]([C:13]([OH:15])=[O:14])=[CH:11][C:10]=1[CH2:18][SH:19], predict the reactants needed to synthesize it. The reactants are: C(OC([NH:8][C:9]1[CH:17]=[CH:16][C:12]([C:13]([OH:15])=[O:14])=[CH:11][C:10]=1[CH2:18][S:19]C(C1C=CC=CC=1)(C1C=CC=CC=1)C1C=CC=CC=1)=O)(C)(C)C.C([SiH](C(C)C)C(C)C)(C)C.FC(F)(F)C(O)=O. (6) Given the product [ClH:26].[NH2:11][CH2:12][CH2:13][O:14][C:4]1[CH:3]=[C:2]([Br:1])[CH:9]=[CH:8][C:5]=1[C:6]#[N:7], predict the reactants needed to synthesize it. The reactants are: [Br:1][C:2]1[CH:9]=[CH:8][C:5]([C:6]#[N:7])=[C:4](F)[CH:3]=1.[NH2:11][CH2:12][CH2:13][OH:14].CC(C)([O-])C.[K+].O1CCCC1.[ClH:26].C(O)(C)C. (7) The reactants are: [F:1][C:2]1[CH:3]=[C:4]([CH:40]=[CH:41][C:42]=1[N+:43]([O-])=O)[O:5][CH2:6][CH2:7][CH2:8][CH2:9][Si:10]([CH3:39])([CH3:38])[O:11][Si:12]([CH3:37])([CH3:36])[O:13][Si:14]([CH3:35])([CH3:34])[O:15][Si:16]([CH2:19][CH2:20][CH2:21][CH2:22][O:23][C:24]1[CH:29]=[CH:28][C:27]([N+:30]([O-])=O)=[C:26]([F:33])[CH:25]=1)([CH3:18])[CH3:17].[H][H]. Given the product [NH2:30][C:27]1[CH:28]=[CH:29][C:24]([O:23][CH2:22][CH2:21][CH2:20][CH2:19][Si:16]([CH3:17])([CH3:18])[O:15][Si:14]([CH3:35])([CH3:34])[O:13][Si:12]([CH3:37])([CH3:36])[O:11][Si:10]([CH2:9][CH2:8][CH2:7][CH2:6][O:5][C:4]2[CH:40]=[CH:41][C:42]([NH2:43])=[C:2]([F:1])[CH:3]=2)([CH3:38])[CH3:39])=[CH:25][C:26]=1[F:33], predict the reactants needed to synthesize it. (8) The reactants are: [NH:1]1[CH2:6][CH2:5][CH:4]([N:7]2[CH2:13][CH2:12][C:11]3[CH:14]=[CH:15][CH:16]=[CH:17][C:10]=3[NH:9][C:8]2=[O:18])[CH2:3][CH2:2]1.[NH2:19][C:20]1[C:35]([C:36]([F:39])([F:38])[F:37])=[CH:34][C:23]([CH2:24][C@@H:25]([CH2:30][C:31]([O-])=[O:32])[C:26]([O:28][CH3:29])=[O:27])=[CH:22][C:21]=1[Br:40].CN(C(ON1N=NC2C=CC=CC1=2)=[N+](C)C)C.[B-](F)(F)(F)F.C1C=CC2N(O)N=NC=2C=1.C(N(CC)CC)C. Given the product [NH2:19][C:20]1[C:35]([C:36]([F:37])([F:38])[F:39])=[CH:34][C:23]([CH2:24][C@@H:25]([CH2:30][C:31](=[O:32])[N:1]2[CH2:2][CH2:3][CH:4]([N:7]3[CH2:13][CH2:12][C:11]4[CH:14]=[CH:15][CH:16]=[CH:17][C:10]=4[NH:9][C:8]3=[O:18])[CH2:5][CH2:6]2)[C:26]([O:28][CH3:29])=[O:27])=[CH:22][C:21]=1[Br:40], predict the reactants needed to synthesize it.